Dataset: NCI-60 drug combinations with 297,098 pairs across 59 cell lines. Task: Regression. Given two drug SMILES strings and cell line genomic features, predict the synergy score measuring deviation from expected non-interaction effect. (1) Drug 1: C1C(C(OC1N2C=NC3=C(N=C(N=C32)Cl)N)CO)O. Drug 2: C1=CC=C(C(=C1)C(C2=CC=C(C=C2)Cl)C(Cl)Cl)Cl. Cell line: HS 578T. Synergy scores: CSS=8.38, Synergy_ZIP=-1.65, Synergy_Bliss=-0.361, Synergy_Loewe=-6.20, Synergy_HSA=-1.33. (2) Drug 1: C1CCN(CC1)CCOC2=CC=C(C=C2)C(=O)C3=C(SC4=C3C=CC(=C4)O)C5=CC=C(C=C5)O. Drug 2: CCCCC(=O)OCC(=O)C1(CC(C2=C(C1)C(=C3C(=C2O)C(=O)C4=C(C3=O)C=CC=C4OC)O)OC5CC(C(C(O5)C)O)NC(=O)C(F)(F)F)O. Cell line: OVCAR3. Synergy scores: CSS=-3.09, Synergy_ZIP=3.33, Synergy_Bliss=0.605, Synergy_Loewe=0.100, Synergy_HSA=-2.95.